Dataset: Forward reaction prediction with 1.9M reactions from USPTO patents (1976-2016). Task: Predict the product of the given reaction. (1) Given the reactants [C-:1]#[N:2].[K+].[N+:4]([C:7]1[C:12]2[N:13]=[C:14]([C:17]3[CH:22]=[CH:21][CH:20]=[CH:19][N:18]=3)[CH2:15][O:16][C:11]=2[CH:10]=[CH:9][CH:8]=1)([O-:6])=[O:5], predict the reaction product. The product is: [N+:4]([C:7]1[C:12]2[NH:13][C:14]([C:17]3[CH:22]=[CH:21][CH:20]=[CH:19][N:18]=3)([C:1]#[N:2])[CH2:15][O:16][C:11]=2[CH:10]=[CH:9][CH:8]=1)([O-:6])=[O:5]. (2) Given the reactants C1COCC1.[NH:6]1[C:10]2[CH:11]=[C:12]([C:15](=O)[CH3:16])[CH:13]=[CH:14][C:9]=2[N:8]=[N:7]1.[CH3:18][C:19]([S@:22]([NH-:24])=[O:23])([CH3:21])[CH3:20].[BH4-].[Na+], predict the reaction product. The product is: [NH:6]1[C:10]2[CH:11]=[C:12]([C@H:15]([NH:24][S:22]([C:19]([CH3:21])([CH3:20])[CH3:18])=[O:23])[CH3:16])[CH:13]=[CH:14][C:9]=2[N:8]=[N:7]1.